Dataset: Full USPTO retrosynthesis dataset with 1.9M reactions from patents (1976-2016). Task: Predict the reactants needed to synthesize the given product. (1) Given the product [CH2:1]([O:3][C:4]1[CH:5]=[C:6]([CH:9]=[CH:10][C:11]=1[O:12][CH2:16][C:15]([CH3:17])=[CH2:14])[CH:7]=[O:8])[CH3:2], predict the reactants needed to synthesize it. The reactants are: [CH2:1]([O:3][C:4]1[CH:5]=[C:6]([CH:9]=[CH:10][C:11]=1[OH:12])[CH:7]=[O:8])[CH3:2].Cl[CH2:14][C:15]([CH3:17])=[CH2:16].C(=O)([O-])[O-].[K+].[K+].O. (2) Given the product [S:32]1[C:27]2[CH:28]=[CH:29][CH:30]=[CH:31][C:26]=2[N:25]=[C:20]1[C:19]1[CH:22]=[C:15]([C:12]2[CH:11]=[CH:10][C:9]3[C:8]4[C:3](=[CH:4][CH:5]=[CH:6][CH:7]=4)[C:2]([CH3:1])([CH3:24])[C:14]=3[CH:13]=2)[CH:16]=[CH:17][C:18]=1[OH:23], predict the reactants needed to synthesize it. The reactants are: [CH3:1][C:2]1([CH3:24])[C:14]2[CH:13]=[C:12]([C:15]3[CH:22]=[C:19]([CH:20]=O)[C:18]([OH:23])=[CH:17][CH:16]=3)[CH:11]=[CH:10][C:9]=2[C:8]2[C:3]1=[CH:4][CH:5]=[CH:6][CH:7]=2.[NH2:25][C:26]1[CH:31]=[CH:30][CH:29]=[CH:28][C:27]=1[SH:32]. (3) Given the product [Br:1][C:2]1[C:10]2[C:9]([NH:25][C:17]3[CH:18]=[C:19]4[C:23](=[CH:24][C:16]=3[O:15][CH:12]([CH3:14])[CH3:13])[NH:22][N:21]=[CH:20]4)=[N:8][CH:7]=[N:6][C:5]=2[NH:4][CH:3]=1, predict the reactants needed to synthesize it. The reactants are: [Br:1][C:2]1[C:10]2[C:9](Cl)=[N:8][CH:7]=[N:6][C:5]=2[NH:4][CH:3]=1.[CH:12]([O:15][C:16]1[CH:24]=[C:23]2[C:19]([CH:20]=[N:21][NH:22]2)=[CH:18][C:17]=1[NH2:25])([CH3:14])[CH3:13]. (4) Given the product [C:35]([O:34][C:33](=[O:39])[NH:32][C:28]1([C:25]2[CH:26]=[CH:27][C:22]([C:14]3[O:13][C:5]4[N:6]=[C:7]([N:40]5[CH2:43][CH:42]([CH2:44][NH:45][C:46]([O:47][C:48]([CH3:51])([CH3:50])[CH3:49])=[O:52])[CH2:41]5)[N:8]=[C:3]([O:2][CH3:1])[C:4]=4[C:15]=3[C:16]3[CH:21]=[CH:20][CH:19]=[CH:18][CH:17]=3)=[CH:23][CH:24]=2)[CH2:31][CH2:30][CH2:29]1)([CH3:38])([CH3:37])[CH3:36], predict the reactants needed to synthesize it. The reactants are: [CH3:1][O:2][C:3]1[C:4]2[C:15]([C:16]3[CH:21]=[CH:20][CH:19]=[CH:18][CH:17]=3)=[C:14]([C:22]3[CH:27]=[CH:26][C:25]([C:28]4([NH:32][C:33](=[O:39])[O:34][C:35]([CH3:38])([CH3:37])[CH3:36])[CH2:31][CH2:30][CH2:29]4)=[CH:24][CH:23]=3)[O:13][C:5]=2[N:6]=[C:7](S(C)(=O)=O)[N:8]=1.[NH:40]1[CH2:43][CH:42]([CH2:44][NH:45][C:46](=[O:52])[O:47][C:48]([CH3:51])([CH3:50])[CH3:49])[CH2:41]1. (5) Given the product [Cl:29][C:30]1[CH:31]=[CH:32][C:33](/[CH:36]=[CH:37]/[S:38]([CH2:41][CH2:42][C:43]([N:26]2[CH2:25][CH2:24][CH:18]([N:11]3[CH:12]4[CH2:17][CH2:16][CH2:15][CH2:14][N:13]4[CH:9]=[CH:10]3)[CH2:28][CH2:27]2)=[O:45])(=[O:39])=[O:40])=[CH:34][CH:35]=1, predict the reactants needed to synthesize it. The reactants are: Cl.Cl.N1CCC([C:9]2[N:13]3[CH2:14][CH2:15][CH2:16][CH2:17][C:12]3=[N:11][CH:10]=2)CC1.[CH2:18]1[CH2:28][CH2:27][N:26]2C(=NC[CH2:24][CH2:25]2)CC1.[Cl:29][C:30]1[CH:35]=[CH:34][C:33](/[CH:36]=[CH:37]/[S:38]([CH2:41][CH2:42][C:43]([OH:45])=O)(=[O:40])=[O:39])=[CH:32][CH:31]=1.CCN=C=NCCCN(C)C.C1C=CC2N(O)N=NC=2C=1. (6) Given the product [F:1][C:2]1[CH:7]=[C:6]([F:8])[CH:5]=[CH:4][C:3]=1[N:9]1[C:13]([C:14]2[S:23][C:22]3[C:21]4[N:24]=[C:25]([C:28]5[CH:29]=[N:30][C:31]([N:35]6[CH2:39][CH2:38][CH2:37][CH2:36]6)=[CH:32][CH:33]=5)[CH:26]=[CH:27][C:20]=4[O:19][CH2:18][CH2:17][C:16]=3[CH:15]=2)=[N:12][CH:11]=[N:10]1, predict the reactants needed to synthesize it. The reactants are: [F:1][C:2]1[CH:7]=[C:6]([F:8])[CH:5]=[CH:4][C:3]=1[N:9]1[C:13]([C:14]2[S:23][C:22]3[C:21]4[N:24]=[C:25]([C:28]5[CH:29]=[N:30][C:31](F)=[CH:32][CH:33]=5)[CH:26]=[CH:27][C:20]=4[O:19][CH2:18][CH2:17][C:16]=3[CH:15]=2)=[N:12][CH:11]=[N:10]1.[NH:35]1[CH2:39][CH2:38][CH2:37][CH2:36]1.CCN(C(C)C)C(C)C.